This data is from Catalyst prediction with 721,799 reactions and 888 catalyst types from USPTO. The task is: Predict which catalyst facilitates the given reaction. Reactant: [C:1]([CH2:3][NH:4][C:5](=[O:33])[CH:6]([O:11][CH:12]([C:27]1[CH:32]=[CH:31][CH:30]=[CH:29][CH:28]=1)[C:13]1[CH:18]=[CH:17][C:16]([C:19]([N:21]2[CH2:26][CH2:25][NH:24][CH2:23][CH2:22]2)=[O:20])=[CH:15][CH:14]=1)[CH2:7][CH:8]([CH3:10])[CH3:9])#[N:2].[CH3:34][S:35](Cl)(=[O:37])=[O:36].C(=O)([O-])[O-].[Cs+].[Cs+]. Product: [C:1]([CH2:3][NH:4][C:5](=[O:33])[CH:6]([O:11][CH:12]([C:13]1[CH:18]=[CH:17][C:16]([C:19]([N:21]2[CH2:22][CH2:23][N:24]([S:35]([CH3:34])(=[O:37])=[O:36])[CH2:25][CH2:26]2)=[O:20])=[CH:15][CH:14]=1)[C:27]1[CH:32]=[CH:31][CH:30]=[CH:29][CH:28]=1)[CH2:7][CH:8]([CH3:10])[CH3:9])#[N:2]. The catalyst class is: 174.